This data is from Catalyst prediction with 721,799 reactions and 888 catalyst types from USPTO. The task is: Predict which catalyst facilitates the given reaction. (1) Reactant: [Cl:1][C:2]1[CH:7]=[C:6]([CH2:8][C:9]([O:11][CH2:12][CH3:13])=[O:10])[CH:5]=[CH:4][N:3]=1.[CH3:14][Si]([N-][Si](C)(C)C)(C)C.[K+].CI.[NH4+].[Cl-]. Product: [Cl:1][C:2]1[CH:7]=[C:6]([CH:8]([CH3:14])[C:9]([O:11][CH2:12][CH3:13])=[O:10])[CH:5]=[CH:4][N:3]=1. The catalyst class is: 116. (2) Reactant: [N:1]1([C:7]2[N:12]=[C:11]([C:13]#[N:14])[CH:10]=[CH:9][N:8]=2)[CH2:6][CH2:5][O:4][CH2:3][CH2:2]1.[OH-].N. Product: [N:1]1([C:7]2[N:12]=[C:11]([CH2:13][NH2:14])[CH:10]=[CH:9][N:8]=2)[CH2:6][CH2:5][O:4][CH2:3][CH2:2]1. The catalyst class is: 94. (3) Reactant: [F:1][C:2]1[CH:3]=[C:4]2[C:9](=[CH:10][C:11]=1[O:12][CH2:13][C@H:14]([O:16][CH3:17])[CH3:15])[N:8]=[C:7]([CH3:18])[CH:6]=[CH:5]2.[O:19]1CCOCC1. Product: [F:1][C:2]1[CH:3]=[C:4]2[C:9](=[CH:10][C:11]=1[O:12][CH2:13][C@H:14]([O:16][CH3:17])[CH3:15])[N:8]=[C:7]([CH:18]=[O:19])[CH:6]=[CH:5]2. The catalyst class is: 6. (4) Reactant: [I:1]N1C(=O)CCC1=O.[Br:9][C:10]1[CH:11]=[C:12]2[C:16](=[CH:17][CH:18]=1)[NH:15][CH:14]=[C:13]2[C:19]1[CH:24]=[CH:23][N:22]=[C:21]([NH2:25])[N:20]=1. Product: [Br:9][C:10]1[CH:11]=[C:12]2[C:16](=[CH:17][CH:18]=1)[NH:15][CH:14]=[C:13]2[C:19]1[C:24]([I:1])=[CH:23][N:22]=[C:21]([NH2:25])[N:20]=1. The catalyst class is: 3. (5) Reactant: [Cl:1][C:2]1[CH:10]=[C:9]2[C:5]([C:6]([C:30]#[N:31])=[C:7]([C:12]3[CH:13]=[N:14][CH:15]=[C:16]([CH2:18][N:19]4C(=O)C5C(=CC=CC=5)C4=O)[CH:17]=3)[N:8]2[CH3:11])=[CH:4][CH:3]=1.NN. Product: [NH2:19][CH2:18][C:16]1[CH:17]=[C:12]([C:7]2[N:8]([CH3:11])[C:9]3[C:5]([C:6]=2[C:30]#[N:31])=[CH:4][CH:3]=[C:2]([Cl:1])[CH:10]=3)[CH:13]=[N:14][CH:15]=1. The catalyst class is: 8. (6) Reactant: [CH3:1][N:2]1[CH:6]=[C:5]([NH:7][C:8]2[N:13]=[C:12]([NH:14][C:15]3[CH:16]=[N:17][N:18]([CH3:20])[CH:19]=3)[C:11]([NH2:21])=[CH:10][N:9]=2)[CH:4]=[N:3]1.S(=O)(=O)(O)O.[N:27]([O-])=O.[Na+]. Product: [CH3:1][N:2]1[CH:6]=[C:5]([NH:7][C:8]2[N:9]=[CH:10][C:11]3[N:21]=[N:27][N:14]([C:15]4[CH:16]=[N:17][N:18]([CH3:20])[CH:19]=4)[C:12]=3[N:13]=2)[CH:4]=[N:3]1. The catalyst class is: 6.